Dataset: Reaction yield outcomes from USPTO patents with 853,638 reactions. Task: Predict the reaction yield, written as a fraction of the theoretical maximum amount of product (1.0 means a 100% yield; for example, 0.34 means a 34% yield). The reactants are [ClH:1].[CH3:2][O:3][C:4](=[O:22])[C@@H:5]([NH:14]C(OC(C)(C)C)=O)[CH2:6][CH2:7][N:8]1[CH2:13][CH2:12][CH2:11][CH2:10][CH2:9]1. No catalyst specified. The product is [ClH:1].[ClH:1].[CH3:2][O:3][C:4](=[O:22])[C@@H:5]([NH2:14])[CH2:6][CH2:7][N:8]1[CH2:13][CH2:12][CH2:11][CH2:10][CH2:9]1. The yield is 0.460.